Dataset: Forward reaction prediction with 1.9M reactions from USPTO patents (1976-2016). Task: Predict the product of the given reaction. (1) Given the reactants C[N:2](C)/[CH:3]=[CH:4]/[C:5]([C:7]1[CH:8]=[C:9]([CH:12]=[CH:13][CH:14]=1)[C:10]#[N:11])=O.C(O)C.[NH2:19]N, predict the reaction product. The product is: [NH:2]1[CH:3]=[CH:4][C:5]([C:7]2[CH:8]=[C:9]([CH:12]=[CH:13][CH:14]=2)[C:10]#[N:11])=[N:19]1. (2) Given the reactants [NH2:1][C:2]1[CH:3]=[N:4][CH:5]=[C:6]([CH:10]=1)[C:7]([OH:9])=O.[NH2:11][C@@:12]1([C:17]([O:19][CH2:20][CH2:21][CH2:22][CH3:23])=[O:18])[CH2:16][CH2:15][O:14][CH2:13]1.CN(C(ON1N=NC2C=CC=CC1=2)=[N+](C)C)C.[B-](F)(F)(F)F, predict the reaction product. The product is: [NH2:1][C:2]1[CH:10]=[C:6]([C:7]([NH:11][C@@:12]2([C:17]([O:19][CH2:20][CH2:21][CH2:22][CH3:23])=[O:18])[CH2:16][CH2:15][O:14][CH2:13]2)=[O:9])[CH:5]=[N:4][CH:3]=1. (3) The product is: [C:5]([N:8]1[CH2:12][CH2:11][CH:10]([CH3:13])[CH:9]1[C:14]1[C:15]([F:29])=[CH:16][C:17]([NH:20][C:21]([C:23]2[CH:28]=[CH:27][CH:26]=[CH:25][N:24]=2)=[O:22])=[C:18]([N+:1]([O-:4])=[O:2])[CH:19]=1)(=[O:7])[CH3:6]. Given the reactants [N+:1]([O-:4])(O)=[O:2].[C:5]([N:8]1[CH2:12][CH2:11][CH:10]([CH3:13])[CH:9]1[C:14]1[CH:19]=[CH:18][C:17]([NH:20][C:21]([C:23]2[CH:28]=[CH:27][CH:26]=[CH:25][N:24]=2)=[O:22])=[CH:16][C:15]=1[F:29])(=[O:7])[CH3:6], predict the reaction product. (4) Given the reactants [Cl:1][C:2]1[C:20]([CH3:21])=[CH:19][C:5]([O:6][CH2:7][CH2:8][CH2:9][C:10]2[C:18]3[C:13](=[CH:14][CH:15]=[CH:16][CH:17]=3)[NH:12][CH:11]=2)=[CH:4][C:3]=1[CH3:22].[H-].[Na+].Br[CH:26]([CH3:32])[C:27]([O:29]CC)=[O:28].O.CC#N, predict the reaction product. The product is: [Cl:1][C:2]1[C:20]([CH3:21])=[CH:19][C:5]([O:6][CH2:7][CH2:8][CH2:9][C:10]2[C:18]3[C:13](=[CH:14][CH:15]=[CH:16][CH:17]=3)[N:12]([CH:26]([CH3:32])[C:27]([OH:29])=[O:28])[CH:11]=2)=[CH:4][C:3]=1[CH3:22]. (5) Given the reactants [C:1]([C:3]1[NH:4][C:5](=[O:21])[N:6]([CH:8]2[CH2:13][CH2:12][N:11](C(OC(C)(C)C)=O)[CH2:10][CH2:9]2)[CH:7]=1)#[N:2].[ClH:22].O1CCOCC1, predict the reaction product. The product is: [ClH:22].[O:21]=[C:5]1[NH:4][C:3]([C:1]#[N:2])=[CH:7][N:6]1[CH:8]1[CH2:13][CH2:12][NH:11][CH2:10][CH2:9]1. (6) Given the reactants [H-].C([Al+]CC(C)C)C(C)C.C(OC([N:18]1[CH2:23][CH2:22][CH:21]([NH:24][C:25]([NH:27][CH2:28][C:29](OC)=O)=[O:26])[CH2:20][CH2:19]1)=O)(C)(C)C, predict the reaction product. The product is: [NH:18]1[CH2:19][CH2:20][CH:21]([N:24]2[CH:29]=[CH:28][NH:27][C:25]2=[O:26])[CH2:22][CH2:23]1.